The task is: Predict which catalyst facilitates the given reaction.. This data is from Catalyst prediction with 721,799 reactions and 888 catalyst types from USPTO. (1) Reactant: [CH3:1][O:2][C:3]1[CH:8]=[CH:7][C:6](O)=[CH:5][CH:4]=1.O.O.[Sn](Cl)Cl.[Br:15][C:16]1[CH:17]=[C:18]([CH2:44][C:45]([OH:47])=[O:46])[CH:19]=[C:20]([Br:43])[C:21]=1[O:22][C:23]1[CH:28]=[C:27]([CH:29]([CH3:31])[CH3:30])[C:26]([O:32][CH3:33])=[CH:25][C:24]=1[CH:34]([OH:42])[C:35]1[CH:40]=[CH:39][CH:38]=[C:37]([CH3:41])[CH:36]=1.O. Product: [Br:15][C:16]1[CH:17]=[C:18]([CH2:44][C:45]([OH:47])=[O:46])[CH:19]=[C:20]([Br:43])[C:21]=1[O:22][C:23]1[CH:28]=[C:27]([CH:29]([CH3:31])[CH3:30])[C:26]([O:32][CH3:33])=[CH:25][C:24]=1[CH:34]([O:42][C:6]1[CH:7]=[CH:8][C:3]([O:2][CH3:1])=[CH:4][CH:5]=1)[C:35]1[CH:40]=[CH:39][CH:38]=[C:37]([CH3:41])[CH:36]=1. The catalyst class is: 2. (2) Reactant: [CH3:1][O:2][C:3](=[O:15])[NH:4][CH:5]1[CH2:13][C:12]2[C:7](=[CH:8][CH:9]=[CH:10][CH:11]=2)[CH:6]1[OH:14].N[C@H:17]([C:25](O)=[O:26])CC1C=CC=CC=1.N1C=CC=CC=1.C(Cl)(=O)C. Product: [CH3:1][O:2][C:3](=[O:15])[NH:4][CH:5]1[CH2:13][C:12]2[C:7](=[CH:8][CH:9]=[CH:10][CH:11]=2)[CH:6]1[O:14][C:25](=[O:26])[CH3:17]. The catalyst class is: 2. (3) Reactant: [CH3:1][S:2](Cl)(=[O:4])=[O:3].[CH3:6][O:7][C:8]1[CH:13]=[CH:12][CH:11]=[CH:10][C:9]=1[NH:14][C:15]1[S:16][CH:17]=[C:18]([C:20]2[S:24][C:23]([NH2:25])=[N:22][C:21]=2[CH3:26])[N:19]=1. Product: [CH3:6][O:7][C:8]1[CH:13]=[CH:12][CH:11]=[CH:10][C:9]=1[NH:14][C:15]1[S:16][CH:17]=[C:18]([C:20]2[S:24][C:23]([NH:25][S:2]([CH3:1])(=[O:4])=[O:3])=[N:22][C:21]=2[CH3:26])[N:19]=1. The catalyst class is: 79. (4) Reactant: [NH2:1][C:2]1[NH:7][C:6](=[O:8])[CH:5]=[C:4]([C:9]([F:12])([F:11])[F:10])[N:3]=1.C(N(CC)CC)C.[C:20]1([CH3:30])[CH:25]=[CH:24][C:23]([S:26](Cl)(=[O:28])=[O:27])=[CH:22][CH:21]=1. Product: [CH3:30][C:20]1[CH:25]=[CH:24][C:23]([S:26]([O:8][C:6]2[CH:5]=[C:4]([C:9]([F:12])([F:10])[F:11])[N:3]=[C:2]([NH2:1])[N:7]=2)(=[O:28])=[O:27])=[CH:22][CH:21]=1. The catalyst class is: 2. (5) Reactant: [Si:1]([O:8][C@H:9]([C@H:26]([O:42][Si:43]([C:46]([CH3:49])([CH3:48])[CH3:47])([CH3:45])[CH3:44])[C:27](=[O:41])[NH:28][CH2:29][CH2:30][C:31]([O:33]CC1C=CC=CC=1)=[O:32])[C:10](=[O:25])[NH:11][CH2:12][CH2:13][NH:14]C(=O)OCC1C=CC=CC=1)([C:4]([CH3:7])([CH3:6])[CH3:5])([CH3:3])[CH3:2]. Product: [NH2:14][CH2:13][CH2:12][NH:11][C:10](=[O:25])[C@H:9]([O:8][Si:1]([C:4]([CH3:7])([CH3:6])[CH3:5])([CH3:3])[CH3:2])[C@H:26]([O:42][Si:43]([C:46]([CH3:47])([CH3:48])[CH3:49])([CH3:44])[CH3:45])[C:27]([NH:28][CH2:29][CH2:30][C:31]([OH:33])=[O:32])=[O:41]. The catalyst class is: 123.